This data is from Catalyst prediction with 721,799 reactions and 888 catalyst types from USPTO. The task is: Predict which catalyst facilitates the given reaction. (1) Reactant: [I:1][C:2]1[CH:3]=[CH:4][CH:5]=[C:6]2[C:10]=1[NH:9][C:8](=[O:11])[C:7]2=[O:12].[N+:13]([CH3:16])([O-:15])=[O:14]. Product: [OH:12][C:7]1([CH2:16][N+:13]([O-:15])=[O:14])[C:6]2[C:10](=[C:2]([I:1])[CH:3]=[CH:4][CH:5]=2)[NH:9][C:8]1=[O:11]. The catalyst class is: 6. (2) Reactant: O=C1CCC(=O)N1[O:8][C:9](=O)[CH2:10][CH2:11][CH:12]([NH:20][C:21](=[O:47])[CH2:22][CH2:23][CH2:24][CH2:25][CH2:26][CH2:27][CH2:28][CH2:29][CH2:30][CH2:31][CH2:32][CH2:33][CH2:34][CH2:35][CH2:36][CH2:37][CH2:38][CH2:39][C:40]([O:42][C:43]([CH3:46])([CH3:45])[CH3:44])=[O:41])[C:13]([O:15][C:16]([CH3:19])([CH3:18])[CH3:17])=[O:14].[NH2:49][CH2:50][CH2:51][O:52][CH2:53][CH2:54][O:55][CH2:56][C:57]([NH:59][CH2:60][CH2:61][O:62][CH2:63][CH2:64][O:65][CH2:66][C:67]([OH:69])=[O:68])=[O:58].CCN(C(C)C)C(C)C. Product: [C:43]([O:42][C:40](=[O:41])[CH2:39][CH2:38][CH2:37][CH2:36][CH2:35][CH2:34][CH2:33][CH2:32][CH2:31][CH2:30][CH2:29][CH2:28][CH2:27][CH2:26][CH2:25][CH2:24][CH2:23][CH2:22][C:21](=[O:47])[NH:20][C@H:12]([C:13]([O:15][C:16]([CH3:19])([CH3:18])[CH3:17])=[O:14])[CH2:11][CH2:10][C:9](=[O:8])[NH:49][CH2:50][CH2:51][O:52][CH2:53][CH2:54][O:55][CH2:56][C:57](=[O:58])[NH:59][CH2:60][CH2:61][O:62][CH2:63][CH2:64][O:65][CH2:66][C:67]([OH:69])=[O:68])([CH3:46])([CH3:44])[CH3:45]. The catalyst class is: 8. (3) Reactant: [C:1]([N:8]1[CH2:16][CH2:15][CH2:14][C@H:10]([C:11]([OH:13])=O)[CH2:9]1)([O:3][C:4]([CH3:7])([CH3:6])[CH3:5])=[O:2].C1C=NC2N(O)N=NC=2C=1.CCN=C=NCCCN(C)C.Cl.O[NH:40][C:41]([C:43]1[NH:44][CH:45]=[C:46]([CH3:48])[CH:47]=1)=[NH:42]. Product: [C:4]([O:3][C:1]([N:8]1[CH2:16][CH2:15][CH2:14][C@H:10]([C:11]2[O:13][N:42]=[C:41]([C:43]3[NH:44][CH:45]=[C:46]([CH3:48])[CH:47]=3)[N:40]=2)[CH2:9]1)=[O:2])([CH3:5])([CH3:6])[CH3:7]. The catalyst class is: 643. (4) Reactant: [Cl:1][C:2]1[CH:10]=[CH:9][C:8]([C:11]2[C:12]([C@@H:23]([NH:32]C(=O)OC(C)(C)C)[CH2:24][C:25]3[CH:30]=[CH:29][CH:28]=[C:27]([F:31])[CH:26]=3)=[N:13][C:14]([C:17]#[C:18][C:19]([OH:22])([CH3:21])[CH3:20])=[CH:15][CH:16]=2)=[C:7]2[C:3]=1[C:4]([NH:41][S:42]([CH3:45])(=[O:44])=[O:43])=[N:5][N:6]2[CH3:40].C(O)(C(F)(F)F)=O. Product: [NH2:32][C@H:23]([C:12]1[C:11]([C:8]2[CH:9]=[CH:10][C:2]([Cl:1])=[C:3]3[C:7]=2[N:6]([CH3:40])[N:5]=[C:4]3[NH:41][S:42]([CH3:45])(=[O:43])=[O:44])=[CH:16][CH:15]=[C:14]([C:17]#[C:18][C:19]([OH:22])([CH3:20])[CH3:21])[N:13]=1)[CH2:24][C:25]1[CH:30]=[CH:29][CH:28]=[C:27]([F:31])[CH:26]=1. The catalyst class is: 2.